From a dataset of Reaction yield outcomes from USPTO patents with 853,638 reactions. Predict the reaction yield, written as a fraction of the theoretical maximum amount of product (1.0 means a 100% yield; for example, 0.34 means a 34% yield). (1) The reactants are [O:1]=[C:2]1[CH:6]([C:7](O)=[O:8])[CH2:5][CH2:4][N:3]1[C:10]1[CH:15]=[CH:14][C:13]([O:16][CH2:17][C:18]2[CH:23]=[CH:22][C:21]([C:24]([F:27])([F:26])[F:25])=[CH:20][CH:19]=2)=[CH:12][CH:11]=1.O[N:29]1C2C=CC=CC=2N=N1.Cl.CN(C)CCCN=C=NCC.N. The catalyst is C1COCC1. The product is [O:1]=[C:2]1[CH:6]([C:7]([NH2:29])=[O:8])[CH2:5][CH2:4][N:3]1[C:10]1[CH:15]=[CH:14][C:13]([O:16][CH2:17][C:18]2[CH:23]=[CH:22][C:21]([C:24]([F:27])([F:26])[F:25])=[CH:20][CH:19]=2)=[CH:12][CH:11]=1. The yield is 0.100. (2) The reactants are [F:1][C:2]1([F:48])[CH2:7][CH2:6][CH:5]([C:8]2[C:17]3[CH:16]([O:18][CH2:19][C:20]4[CH:25]=[CH:24][C:23]([O:26][CH3:27])=[CH:22][CH:21]=4)[CH2:15][C:14]([CH3:29])([CH3:28])[CH2:13][C:12]=3[N:11]=[C:10]([CH:30]3[CH2:35][CH2:34][NH:33][CH2:32][CH2:31]3)[C:9]=2[CH:36]([F:47])[C:37]2[CH:42]=[CH:41][C:40]([C:43]([F:46])([F:45])[F:44])=[CH:39][CH:38]=2)[CH2:4][CH2:3]1.[Br:49][C:50]1[CH:51]=[N:52][C:53](Cl)=[N:54][CH:55]=1.C1CCN2C(=NCCC2)CC1.O. The catalyst is CN(C)C=O. The product is [Br:49][C:50]1[CH:51]=[N:52][C:53]([N:33]2[CH2:34][CH2:35][CH:30]([C:10]3[C:9]([CH:36]([F:47])[C:37]4[CH:38]=[CH:39][C:40]([C:43]([F:45])([F:46])[F:44])=[CH:41][CH:42]=4)=[C:8]([CH:5]4[CH2:6][CH2:7][C:2]([F:1])([F:48])[CH2:3][CH2:4]4)[C:17]4[CH:16]([O:18][CH2:19][C:20]5[CH:21]=[CH:22][C:23]([O:26][CH3:27])=[CH:24][CH:25]=5)[CH2:15][C:14]([CH3:28])([CH3:29])[CH2:13][C:12]=4[N:11]=3)[CH2:31][CH2:32]2)=[N:54][CH:55]=1. The yield is 0.640. (3) The reactants are [NH2:1][C:2]1[C:3]2[N:4]([C:8]([C@H:12]3[CH2:32][N:16]4[C:17](=[O:31])[CH2:18][N:19](C(OCC5C=CC=CC=5)=O)[CH2:20][C@H:15]4[CH2:14][CH2:13]3)=[N:9][C:10]=2[Br:11])[CH:5]=[CH:6][N:7]=1. The catalyst is Br.CC(O)=O. The product is [NH2:1][C:2]1[C:3]2[N:4]([C:8]([C@H:12]3[CH2:32][N:16]4[C:17](=[O:31])[CH2:18][NH:19][CH2:20][C@H:15]4[CH2:14][CH2:13]3)=[N:9][C:10]=2[Br:11])[CH:5]=[CH:6][N:7]=1. The yield is 0.215. (4) The reactants are [CH:1]([N:4]1[C:8]([C:9]2[N:10]=[C:11]3[C:17]4[CH:18]=[CH:19][C:20]([C:22]5[N:23]=[CH:24][N:25]([CH2:27][CH2:28][O:29]C6CCCCO6)[CH:26]=5)=[CH:21][C:16]=4[O:15][CH2:14][CH2:13][N:12]3[CH:36]=2)=[N:7][CH:6]=[N:5]1)([CH3:3])[CH3:2].Cl.O1CCOCC1. The catalyst is CCO. The product is [CH:1]([N:4]1[C:8]([C:9]2[N:10]=[C:11]3[C:17]4[CH:18]=[CH:19][C:20]([C:22]5[N:23]=[CH:24][N:25]([CH2:27][CH2:28][OH:29])[CH:26]=5)=[CH:21][C:16]=4[O:15][CH2:14][CH2:13][N:12]3[CH:36]=2)=[N:7][CH:6]=[N:5]1)([CH3:3])[CH3:2]. The yield is 0.560. (5) The reactants are C(OC(=O)[NH:7][C:8]1[CH:16]=[C:15]2[C:11]([CH:12]=[C:13]([C:17]3[C:18]([O:24][CH3:25])=[N:19][CH:20]=[CH:21][C:22]=3[Cl:23])[NH:14]2)=[CH:10][CH:9]=1)(C)(C)C.FC(F)(F)C(O)=O. The catalyst is C(Cl)Cl. The product is [Cl:23][C:22]1[CH:21]=[CH:20][N:19]=[C:18]([O:24][CH3:25])[C:17]=1[C:13]1[NH:14][C:15]2[C:11]([CH:12]=1)=[CH:10][CH:9]=[C:8]([NH2:7])[CH:16]=2. The yield is 0.900. (6) The yield is 0.660. The reactants are [N-:1]([S:12]([C:15]([C:18]([F:21])([F:20])[F:19])([F:17])[F:16])(=[O:14])=[O:13])[S:2]([C:5]([C:8]([F:11])([F:10])[F:9])([F:7])[F:6])(=[O:4])=[O:3].[Br-].[O:23]=[C:24]1[CH2:28][CH2:27][CH2:26][S+:25]1[CH2:29][CH2:30][C:31]1[CH:36]=[CH:35][CH:34]=[CH:33][CH:32]=1. The catalyst is C(OCC)C. The product is [N-:1]([S:2]([C:5]([C:8]([F:11])([F:9])[F:10])([F:6])[F:7])(=[O:3])=[O:4])[S:12]([C:15]([C:18]([F:21])([F:20])[F:19])([F:17])[F:16])(=[O:14])=[O:13].[O:23]=[C:24]1[CH2:28][CH2:27][CH2:26][S+:25]1[CH2:29][CH2:30][C:31]1[CH:36]=[CH:35][CH:34]=[CH:33][CH:32]=1. (7) The reactants are Cl.[CH:2]1([C@@H:8]([NH:19][CH2:20][C:21]([O:23][CH2:24][CH3:25])=[O:22])[C:9]([O:11]CC2C=CC=CC=2)=[O:10])[CH2:7][CH2:6][CH2:5][CH2:4][CH2:3]1. The catalyst is C(O)(C)C.[Pd]. The product is [CH:2]1([C@@H:8]([NH:19][CH2:20][C:21]([O:23][CH2:24][CH3:25])=[O:22])[C:9]([OH:11])=[O:10])[CH2:3][CH2:4][CH2:5][CH2:6][CH2:7]1. The yield is 0.940. (8) The reactants are C1(C(=[N:14][C:15]2[CH:16]=[C:17]([C:25]([CH:27]3[CH2:32][CH2:31][N:30]([CH3:33])[CH2:29][CH2:28]3)=[O:26])[CH:18]=[C:19]([C:21]([F:24])([F:23])[F:22])[CH:20]=2)C2C=CC=CC=2)C=CC=CC=1.Cl.CCOC(C)=O. The catalyst is C1COCC1. The product is [NH2:14][C:15]1[CH:16]=[C:17]([C:25]([CH:27]2[CH2:32][CH2:31][N:30]([CH3:33])[CH2:29][CH2:28]2)=[O:26])[CH:18]=[C:19]([C:21]([F:22])([F:23])[F:24])[CH:20]=1. The yield is 0.590.